From a dataset of Full USPTO retrosynthesis dataset with 1.9M reactions from patents (1976-2016). Predict the reactants needed to synthesize the given product. Given the product [O:22]=[C:20]([CH3:21])[CH2:19][NH:18][C:12]([C:6]1[CH:7]=[N:8][C:9]2[C:4]([C:5]=1[O:15][CH3:16])=[CH:3][C:2]([I:1])=[CH:11][CH:10]=2)=[O:14], predict the reactants needed to synthesize it. The reactants are: [I:1][C:2]1[CH:3]=[C:4]2[C:9](=[CH:10][CH:11]=1)[N:8]=[CH:7][C:6]([C:12]([OH:14])=O)=[C:5]2[O:15][CH3:16].Cl.[NH2:18][CH2:19][C:20](=[O:22])[CH3:21].C1C=CC2N(O)N=NC=2C=1.C(N(C(C)C)CC)(C)C.F[P-](F)(F)(F)(F)F.N1(OC(N(C)C)=[N+](C)C)C2C=CC=CC=2N=N1.